This data is from Forward reaction prediction with 1.9M reactions from USPTO patents (1976-2016). The task is: Predict the product of the given reaction. (1) Given the reactants [CH3:1][O:2][C:3]([C:5]1[S:6][C:7]([Br:11])=[CH:8][C:9]=1[NH2:10])=[O:4].[CH2:12]1[O:22][C:15]2([CH2:20][CH2:19][C:18](=O)[CH2:17][CH2:16]2)[O:14][CH2:13]1.C1([SiH3])C=CC=CC=1, predict the reaction product. The product is: [CH3:1][O:2][C:3]([C:5]1[S:6][C:7]([Br:11])=[CH:8][C:9]=1[NH:10][CH:18]1[CH2:19][CH2:20][C:15]2([O:22][CH2:12][CH2:13][O:14]2)[CH2:16][CH2:17]1)=[O:4]. (2) Given the reactants [CH3:1][N:2]1[CH2:7][CH2:6][N:5]([C:8]2[CH:13]=[CH:12][N:11]=[C:10]([C:14]3[CH:19]=[C:18]([OH:20])[CH:17]=[C:16]([CH2:21][N:22]([CH3:30])[CH2:23][C:24]4[CH:29]=[CH:28][CH:27]=[CH:26][N:25]=4)[N:15]=3)[CH:9]=2)[CH2:4][CH2:3]1.[CH3:31][I:32], predict the reaction product. The product is: [I-:32].[OH:20][C:18]1[CH:17]=[C:16]([CH2:21][N:22]([CH3:30])[CH2:23][C:24]2[CH:29]=[CH:28][CH:27]=[CH:26][N:25]=2)[N:15]=[C:14]([C:10]2[CH:9]=[C:8]([N:5]3[CH2:4][CH2:3][N+:2]([CH3:31])([CH3:1])[CH2:7][CH2:6]3)[CH:13]=[CH:12][N:11]=2)[CH:19]=1. (3) Given the reactants C(N(CC)CC)C.[NH2:8][C@@H:9]1[CH2:15][O:14][C@@H:13]([C:16]2[CH:21]=[CH:20][CH:19]=[CH:18][CH:17]=2)[CH2:12][N:11]([CH2:22][CH:23]2[CH2:25][CH2:24]2)[C:10]1=[O:26].Cl[C:28](OC1C=CC([N+]([O-])=O)=CC=1)=[O:29].C(N(C(C)C)CC)(C)C.Cl.Cl.[O:51]=[C:52]1[NH:60][C:55]2=[N:56][CH:57]=[CH:58][CH:59]=[C:54]2[N:53]1[CH:61]1[CH2:66][CH2:65][NH:64][CH2:63][CH2:62]1, predict the reaction product. The product is: [CH:23]1([CH2:22][N:11]2[C:10](=[O:26])[C@H:9]([NH:8][C:28]([N:64]3[CH2:65][CH2:66][CH:61]([N:53]4[C:54]5[C:55](=[N:56][CH:57]=[CH:58][CH:59]=5)[NH:60][C:52]4=[O:51])[CH2:62][CH2:63]3)=[O:29])[CH2:15][O:14][C@@H:13]([C:16]3[CH:21]=[CH:20][CH:19]=[CH:18][CH:17]=3)[CH2:12]2)[CH2:25][CH2:24]1.